From a dataset of Full USPTO retrosynthesis dataset with 1.9M reactions from patents (1976-2016). Predict the reactants needed to synthesize the given product. (1) Given the product [NH:13]1[C:17]([C:5]2[N:12]=[CH:11][CH:10]=[CH:9][C:6]=2[CH:7]=[O:8])=[CH:16][CH:15]=[N:14]1, predict the reactants needed to synthesize it. The reactants are: B(O)O.Br[C:5]1[N:12]=[CH:11][CH:10]=[CH:9][C:6]=1[CH:7]=[O:8].[NH:13]1[C:17](B(O)O)=[CH:16][CH:15]=[N:14]1. (2) Given the product [CH3:27][N:24]1[CH2:25][CH2:26][C@@H:22]([C:19]2[CH:18]=[CH:17][C:16]([S:13]([C:10]3[CH:11]=[CH:12][C:7]([OH:6])=[CH:8][CH:9]=3)(=[O:15])=[O:14])=[CH:21][CH:20]=2)[CH2:23]1, predict the reactants needed to synthesize it. The reactants are: C([Si](C)(C)[O:6][C:7]1[CH:12]=[CH:11][C:10]([S:13]([C:16]2[CH:21]=[CH:20][C:19]([C@@H:22]3[CH2:26][CH2:25][N:24]([CH3:27])[CH2:23]3)=[CH:18][CH:17]=2)(=[O:15])=[O:14])=[CH:9][CH:8]=1)(C)(C)C. (3) Given the product [N+:1]([C:4]1[CH:8]=[CH:7][N:6]([C:10]2[CH:15]=[CH:14][CH:13]=[CH:12][CH:11]=2)[CH:5]=1)([O-:3])=[O:2], predict the reactants needed to synthesize it. The reactants are: [N+:1]([C:4]1[CH:8]=[CH:7][NH:6][CH:5]=1)([O-:3])=[O:2].I[C:10]1[CH:15]=[CH:14][CH:13]=[CH:12][CH:11]=1.OC1C=CC=C2C=1N=CC=C2.C([O-])([O-])=O.[K+].[K+]. (4) Given the product [F:32][C:33]1[CH:40]=[CH:39][C:36]([CH2:37][N:29]2[CH2:30][CH2:31][CH:26]([CH2:25][N:3]([CH3:2])[C:4](=[O:24])/[CH:5]=[CH:6]/[C:7]3[CH:12]=[CH:11][C:10]([C:13]([F:16])([F:15])[F:14])=[CH:9][C:8]=3[CH2:17][N:18]3[N:22]=[N:21][C:20]([CH3:23])=[N:19]3)[CH2:27][CH2:28]2)=[CH:35][CH:34]=1, predict the reactants needed to synthesize it. The reactants are: Cl.[CH3:2][N:3]([CH2:25][CH:26]1[CH2:31][CH2:30][NH:29][CH2:28][CH2:27]1)[C:4](=[O:24])/[CH:5]=[CH:6]/[C:7]1[CH:12]=[CH:11][C:10]([C:13]([F:16])([F:15])[F:14])=[CH:9][C:8]=1[CH2:17][N:18]1[N:22]=[N:21][C:20]([CH3:23])=[N:19]1.[F:32][C:33]1[CH:40]=[CH:39][C:36]([CH:37]=O)=[CH:35][CH:34]=1.B.N1C=CC=CC=1C. (5) Given the product [CH2:5]([O:7][C:8](=[O:27])[CH2:9][CH2:10][CH2:11][CH2:12][C:13]1[CH:17]=[C:16]([C:18]2[CH:23]=[C:22]([Cl:24])[CH:21]=[CH:20][C:19]=2[OH:25])[O:15][N:14]=1)[CH3:6], predict the reactants needed to synthesize it. The reactants are: B(Br)(Br)Br.[CH2:5]([O:7][C:8](=[O:27])[CH2:9][CH2:10][CH2:11][CH2:12][C:13]1[CH:17]=[C:16]([C:18]2[CH:23]=[C:22]([Cl:24])[CH:21]=[CH:20][C:19]=2[O:25]C)[O:15][N:14]=1)[CH3:6]. (6) Given the product [ClH:61].[CH:1]1[C:10]2[C:5](=[CH:6][CH:7]=[CH:8][CH:9]=2)[CH:4]=[CH:3][C:2]=1[CH2:11][CH2:12][NH2:28], predict the reactants needed to synthesize it. The reactants are: [CH:1]1[C:10]2[C:5](=[CH:6][CH:7]=[CH:8][CH:9]=2)[CH:4]=[CH:3][C:2]=1[CH2:11][CH2:12]O.C1(P([N:28]=[N+]=[N-])(C2C=CC=CC=2)=O)C=CC=CC=1.CCCCCCC=CCCC.C1(P(C2C=CC=CC=2)C2C=CC=CC=2)C=CC=CC=1.[ClH:61]. (7) Given the product [Cl:48][C:4]1[CH:5]=[CH:6][C:1]([C:7]2[CH:11]=[C:10]([CH2:12][CH2:13][CH2:14][N:24]3[CH2:23][CH2:22][N:21]([CH2:20][C:19]4[CH:27]=[CH:28][CH:29]=[CH:30][C:18]=4[C:17]([F:16])([F:31])[F:32])[CH2:26][CH2:25]3)[O:9][N:8]=2)=[CH:2][CH:3]=1, predict the reactants needed to synthesize it. The reactants are: [C:1]1([C:7]2[CH:11]=[C:10]([CH2:12][CH2:13][CH:14]=O)[O:9][N:8]=2)[CH:6]=[CH:5][CH:4]=[CH:3][CH:2]=1.[F:16][C:17]([F:32])([F:31])[C:18]1[CH:30]=[CH:29][CH:28]=[CH:27][C:19]=1[CH2:20][N:21]1[CH2:26][CH2:25][NH:24][CH2:23][CH2:22]1.[BH-](OC(C)=O)(OC(C)=O)OC(C)=O.[Na+].C(Cl)[Cl:48]. (8) Given the product [CH:24]([NH:1][CH2:2][CH:3]1[CH2:12][CH2:11][CH2:10][C:9]2[C:8]([O:13][C:14]3[CH:22]=[CH:21][C:17]([C:18]([NH2:20])=[O:19])=[CH:16][N:15]=3)=[CH:7][CH:6]=[CH:5][C:4]1=2)([CH3:26])[CH3:23], predict the reactants needed to synthesize it. The reactants are: [NH2:1][CH2:2][CH:3]1[CH2:12][CH2:11][CH2:10][C:9]2[C:8]([O:13][C:14]3[CH:22]=[CH:21][C:17]([C:18]([NH2:20])=[O:19])=[CH:16][N:15]=3)=[CH:7][CH:6]=[CH:5][C:4]1=2.[CH3:23][C:24]([CH3:26])=O.